Dataset: NCI-60 drug combinations with 297,098 pairs across 59 cell lines. Task: Regression. Given two drug SMILES strings and cell line genomic features, predict the synergy score measuring deviation from expected non-interaction effect. Drug 1: CCCS(=O)(=O)NC1=C(C(=C(C=C1)F)C(=O)C2=CNC3=C2C=C(C=N3)C4=CC=C(C=C4)Cl)F. Drug 2: CC1C(C(CC(O1)OC2CC(CC3=C2C(=C4C(=C3O)C(=O)C5=C(C4=O)C(=CC=C5)OC)O)(C(=O)C)O)N)O.Cl. Cell line: SK-MEL-28. Synergy scores: CSS=40.8, Synergy_ZIP=1.63, Synergy_Bliss=6.19, Synergy_Loewe=3.88, Synergy_HSA=7.66.